This data is from Forward reaction prediction with 1.9M reactions from USPTO patents (1976-2016). The task is: Predict the product of the given reaction. (1) Given the reactants [Cl:1][C:2]1[CH:3]=[C:4]([CH:7]=[CH:8][C:9]=1[NH2:10])[CH2:5][NH2:6].[I:11]Cl, predict the reaction product. The product is: [Cl:1][C:2]1[CH:3]=[C:4]([CH:7]=[C:8]([I:11])[C:9]=1[NH2:10])[CH2:5][NH2:6]. (2) Given the reactants Cl.[Cl:2][C:3]1[CH:8]=[CH:7][C:6]([C:9]2[CH2:10][CH2:11][NH:12][CH2:13][CH:14]=2)=[CH:5][CH:4]=1.C(N(CC)CC)C.[C:22]([O:26][C:27](O[C:27]([O:26][C:22]([CH3:25])([CH3:24])[CH3:23])=[O:28])=[O:28])([CH3:25])([CH3:24])[CH3:23], predict the reaction product. The product is: [C:22]([O:26][C:27]([N:12]1[CH2:11][CH:10]=[C:9]([C:6]2[CH:7]=[CH:8][C:3]([Cl:2])=[CH:4][CH:5]=2)[CH2:14][CH2:13]1)=[O:28])([CH3:25])([CH3:24])[CH3:23]. (3) Given the reactants C(N(CC)CC)C.[C:8]([O:11][CH:12]([C:14]#[CH:15])[CH3:13])(=[O:10])[CH3:9].Br[C:17]1[CH:24]=[C:23]([F:25])[CH:22]=[CH:21][C:18]=1[CH:19]=[O:20], predict the reaction product. The product is: [C:8]([O:11][CH:12]([C:14]#[C:15][C:17]1[CH:24]=[C:23]([F:25])[CH:22]=[CH:21][C:18]=1[CH:19]=[O:20])[CH3:13])(=[O:10])[CH3:9].